Task: Predict the reactants needed to synthesize the given product.. Dataset: Full USPTO retrosynthesis dataset with 1.9M reactions from patents (1976-2016) Given the product [F:1][C:2]1[CH:3]=[CH:4][C:5]2[S:8][CH2:11][CH2:12][C:13](=[O:15])[C:6]=2[CH:7]=1, predict the reactants needed to synthesize it. The reactants are: [F:1][C:2]1[CH:7]=[CH:6][C:5]([S:8]([CH2:11][CH2:12][C:13]([OH:15])=O)(=O)=O)=[CH:4][CH:3]=1.C(Cl)(=O)C(Cl)=O.